Predict the reactants needed to synthesize the given product. From a dataset of Full USPTO retrosynthesis dataset with 1.9M reactions from patents (1976-2016). (1) Given the product [CH3:35][C:36]1[CH:41]=[C:40]([C:2]2[NH:3][N:4]([C:16]([C:29]3[CH:34]=[CH:33][CH:32]=[CH:31][CH:30]=3)([C:23]3[CH:28]=[CH:27][CH:26]=[CH:25][CH:24]=3)[C:17]3[CH:22]=[CH:21][CH:20]=[CH:19][CH:18]=3)[C:5]3[C:10]=2[CH2:9][C:8]([C:11]([O:13][CH2:14][CH3:15])=[O:12])=[CH:7][CH:6]=3)[CH:39]=[CH:38][N:37]=1, predict the reactants needed to synthesize it. The reactants are: Br[C:2]1[C:10]2[C:5](=[CH:6][CH:7]=[C:8]([C:11]([O:13][CH2:14][CH3:15])=[O:12])[CH:9]=2)[N:4]([C:16]([C:29]2[CH:34]=[CH:33][CH:32]=[CH:31][CH:30]=2)([C:23]2[CH:28]=[CH:27][CH:26]=[CH:25][CH:24]=2)[C:17]2[CH:22]=[CH:21][CH:20]=[CH:19][CH:18]=2)[N:3]=1.[CH3:35][C:36]1[CH:41]=[C:40](B(O)O)[CH:39]=[CH:38][N:37]=1. (2) Given the product [C:1]([O:4][C@@H:5]1[C@H:10]([O:11][C:12](=[O:14])[CH3:13])[C@@H:9]([O:15][C:16](=[O:18])[CH3:17])[C@H:8]([O:19][C:20]2[CH:28]=[C:27]3[C:23]([C@H:24]([CH2:36][Cl:37])[CH2:25][NH:26]3)=[C:22]3[C:38]([CH3:41])=[CH:39][S:40][C:21]=23)[O:7][C@@H:6]1[CH2:42][O:43][C:44](=[O:46])[CH3:45])(=[O:3])[CH3:2], predict the reactants needed to synthesize it. The reactants are: [C:1]([O:4][C@@H:5]1[C@H:10]([O:11][C:12](=[O:14])[CH3:13])[C@@H:9]([O:15][C:16](=[O:18])[CH3:17])[C@H:8]([O:19][C:20]2[CH:28]=[C:27]3[C:23]([C@H:24]([CH2:36][Cl:37])[CH2:25][N:26]3C(OC(C)(C)C)=O)=[C:22]3[C:38]([CH3:41])=[CH:39][S:40][C:21]=23)[O:7][C@@H:6]1[CH2:42][O:43][C:44](=[O:46])[CH3:45])(=[O:3])[CH3:2].Cl. (3) Given the product [C:19]([O:18][C:16](=[O:17])[CH:15]([C:8]1[C:3]([C:4]([O:6][CH3:7])=[O:5])=[C:2]([Cl:1])[N:11]=[CH:10][CH:9]=1)[C:13]#[N:14])([CH3:22])([CH3:21])[CH3:20], predict the reactants needed to synthesize it. The reactants are: [Cl:1][C:2]1[N:11]=[CH:10][CH:9]=[C:8](I)[C:3]=1[C:4]([O:6][CH3:7])=[O:5].[C:13]([CH2:15][C:16]([O:18][C:19]([CH3:22])([CH3:21])[CH3:20])=[O:17])#[N:14].C([O-])([O-])=O.[K+].[K+]. (4) Given the product [C:37]([C:36]1[CH:35]=[C:34]([CH:41]=[CH:40][CH:39]=1)[CH2:32][N:4]1[CH2:5][CH2:6][N:1]([C:7]2[CH:8]=[CH:9][C:10]([NH:13][C:14]([C:16]3[CH2:21][CH2:20][CH2:19][CH2:18][C:17]=3[C:22]3[CH:23]=[CH:24][C:25]([C:28]([F:29])([F:31])[F:30])=[CH:26][CH:27]=3)=[O:15])=[CH:11][CH:12]=2)[CH2:2][CH2:3]1)#[N:38], predict the reactants needed to synthesize it. The reactants are: [N:1]1([C:7]2[CH:12]=[CH:11][C:10]([NH:13][C:14]([C:16]3[CH2:21][CH2:20][CH2:19][CH2:18][C:17]=3[C:22]3[CH:27]=[CH:26][C:25]([C:28]([F:31])([F:30])[F:29])=[CH:24][CH:23]=3)=[O:15])=[CH:9][CH:8]=2)[CH2:6][CH2:5][NH:4][CH2:3][CH2:2]1.[CH:32]([C:34]1[CH:35]=[C:36]([CH:39]=[CH:40][CH:41]=1)[C:37]#[N:38])=O.C(O[BH-](OC(=O)C)OC(=O)C)(=O)C.[Na+]. (5) Given the product [CH3:1][S:2]([C:5]1[CH:10]=[CH:9][C:8]([CH:11]([C:18]2[NH:28][C:21]3=[N:22][CH:23]=[C:24]([O:26][CH3:27])[CH:25]=[C:20]3[CH:19]=2)[CH2:12][CH:13]2[CH2:17][CH2:16][CH2:15][O:14]2)=[CH:7][CH:6]=1)(=[O:3])=[O:4], predict the reactants needed to synthesize it. The reactants are: [CH3:1][S:2]([C:5]1[CH:10]=[CH:9][C:8]([C:11]([C:18]2[NH:28][C:21]3=[N:22][CH:23]=[C:24]([O:26][CH3:27])[CH:25]=[C:20]3[CH:19]=2)=[CH:12][CH:13]2[CH2:17][CH2:16][CH2:15][O:14]2)=[CH:7][CH:6]=1)(=[O:4])=[O:3]. (6) Given the product [Cl:9][CH2:10][C:11]1[N:8]=[C:6]([C:2]2[S:1][CH:5]=[CH:4][CH:3]=2)[O:7][CH:12]=1, predict the reactants needed to synthesize it. The reactants are: [S:1]1[CH:5]=[CH:4][CH:3]=[C:2]1[C:6]([NH2:8])=[O:7].[Cl:9][CH2:10][C:11](=O)[CH2:12]Cl. (7) Given the product [Br:13][C:14]1[C:15]([C:19]2[CH:20]=[CH:21][C:22]([C:23]#[N:24])=[CH:25][CH:26]=2)=[CH:16][S:17][C:18]=1[CH:30]=[O:31], predict the reactants needed to synthesize it. The reactants are: C(NC(C)C)(C)C.[Li]CCCC.[Br:13][C:14]1[C:15]([C:19]2[CH:26]=[CH:25][C:22]([C:23]#[N:24])=[CH:21][CH:20]=2)=[CH:16][S:17][CH:18]=1.CN([CH:30]=[O:31])C. (8) Given the product [Cl:17][C:9]1[C:8]([Cl:7])=[CH:16][C:12]([C:13]([N:25]2[CH2:29][CH2:28][CH2:27][CH2:26]2)=[O:15])=[CH:11][N:10]=1, predict the reactants needed to synthesize it. The reactants are: C(Cl)(=O)C(Cl)=O.[Cl:7][C:8]1[C:9]([Cl:17])=[N:10][CH:11]=[C:12]([CH:16]=1)[C:13]([OH:15])=O.Cl.O1CCOCC1.[NH:25]1[CH2:29][CH2:28][CH2:27][CH2:26]1.C(N(CC)CC)C. (9) Given the product [NH2:2][C:3]1[C:4]2[C:14]([O:15][CH2:16][C:17]([NH:20][C:25](=[O:26])[C:24]3[CH:28]=[CH:29][N:30]=[C:22]([CH3:21])[CH:23]=3)([CH3:18])[CH3:19])=[CH:13][CH:12]=[CH:11][C:5]=2[NH:6][S:7](=[O:10])(=[O:9])[N:8]=1, predict the reactants needed to synthesize it. The reactants are: Cl.[NH2:2][C:3]1[C:4]2[C:14]([O:15][CH2:16][C:17]([NH2:20])([CH3:19])[CH3:18])=[CH:13][CH:12]=[CH:11][C:5]=2[NH:6][S:7](=[O:10])(=[O:9])[N:8]=1.[CH3:21][C:22]1[CH:23]=[C:24]([CH:28]=[CH:29][N:30]=1)[C:25](O)=[O:26].